From a dataset of Full USPTO retrosynthesis dataset with 1.9M reactions from patents (1976-2016). Predict the reactants needed to synthesize the given product. (1) Given the product [C:1]([C:5]1[CH:6]=[CH:7][C:8]([C:11]2[C:19]3[C:14](=[CH:15][CH:16]=[CH:17][CH:18]=3)[N:13]([CH2:20][C:21]3[CH:22]=[C:23]([C:28]4[CH:29]=[CH:30][C:31]([O:34][C:41]([CH3:48])([CH3:47])[C:42]([O:44][CH2:45][CH3:46])=[O:43])=[CH:32][CH:33]=4)[CH:24]=[CH:25][C:26]=3[CH3:27])[C:12]=2[C:35]([O:37][CH2:38][CH3:39])=[O:36])=[CH:9][CH:10]=1)([CH3:4])([CH3:2])[CH3:3], predict the reactants needed to synthesize it. The reactants are: [C:1]([C:5]1[CH:10]=[CH:9][C:8]([C:11]2[C:19]3[C:14](=[CH:15][CH:16]=[CH:17][CH:18]=3)[N:13]([CH2:20][C:21]3[CH:22]=[C:23]([C:28]4[CH:33]=[CH:32][C:31]([OH:34])=[CH:30][CH:29]=4)[CH:24]=[CH:25][C:26]=3[CH3:27])[C:12]=2[C:35]([O:37][CH2:38][CH3:39])=[O:36])=[CH:7][CH:6]=1)([CH3:4])([CH3:3])[CH3:2].Br[C:41]([CH3:48])([CH3:47])[C:42]([O:44][CH2:45][CH3:46])=[O:43].C([O-])([O-])=O.[K+].[K+]. (2) Given the product [Cl:19][C:12]1[N:11]=[CH:10][N:9]([C:3]2[C:2]([F:1])=[CH:7][CH:6]=[CH:5][C:4]=2[F:8])[C:13]=1[C:14]([O:16][CH2:17][CH3:18])=[O:15], predict the reactants needed to synthesize it. The reactants are: [F:1][C:2]1[CH:7]=[CH:6][CH:5]=[C:4]([F:8])[C:3]=1[N:9]1[C:13]([C:14]([O:16][CH2:17][CH3:18])=[O:15])=[CH:12][N:11]=[CH:10]1.[Cl:19]N1C(=O)CCC1=O. (3) Given the product [Cl:1][C:2]1[CH:7]=[CH:6][C:5]([CH2:8][C@@H:9]([NH:29][C:30](=[O:31])[CH2:32][CH:33]2[CH2:38][CH2:37][NH:36][CH2:35][CH2:34]2)[C:10]([N:12]2[CH2:17][CH2:16][CH:15]([C:18]3[CH:23]=[CH:22][CH:21]=[CH:20][C:19]=3[NH:24][S:25]([CH3:28])(=[O:26])=[O:27])[CH2:14][CH2:13]2)=[O:11])=[CH:4][CH:3]=1, predict the reactants needed to synthesize it. The reactants are: [Cl:1][C:2]1[CH:7]=[CH:6][C:5]([CH2:8][C@@H:9]([NH:29][C:30]([CH2:32][CH:33]2[CH2:38][CH2:37][N:36](C(OC(C)(C)C)=O)[CH2:35][CH2:34]2)=[O:31])[C:10]([N:12]2[CH2:17][CH2:16][CH:15]([C:18]3[CH:23]=[CH:22][CH:21]=[CH:20][C:19]=3[NH:24][S:25]([CH3:28])(=[O:27])=[O:26])[CH2:14][CH2:13]2)=[O:11])=[CH:4][CH:3]=1.C(O)(C(F)(F)F)=O. (4) Given the product [C:11]1([C:7]([C:1]2[CH:2]=[CH:3][CH:4]=[CH:5][CH:6]=2)([CH3:10])[CH2:8][NH:9][C:37](=[O:38])[CH2:36][N:19]2[CH2:20][CH2:21][CH2:22][C:23]([C:30]3[CH:35]=[CH:34][CH:33]=[CH:32][CH:31]=3)([C:24]3[CH:29]=[CH:28][CH:27]=[CH:26][CH:25]=3)[C:18]2=[O:17])[CH:12]=[CH:13][CH:14]=[CH:15][CH:16]=1, predict the reactants needed to synthesize it. The reactants are: [C:1]1([C:7]([C:11]2[CH:16]=[CH:15][CH:14]=[CH:13][CH:12]=2)([CH3:10])[CH2:8][NH2:9])[CH:6]=[CH:5][CH:4]=[CH:3][CH:2]=1.[O:17]=[C:18]1[C:23]([C:30]2[CH:35]=[CH:34][CH:33]=[CH:32][CH:31]=2)([C:24]2[CH:29]=[CH:28][CH:27]=[CH:26][CH:25]=2)[CH2:22][CH2:21][CH2:20][N:19]1[CH2:36][C:37](O)=[O:38].Cl.C(N=C=NCCCN(C)C)C. (5) Given the product [N:46]1[C:59]2[C:50](=[CH:51][CH:52]=[C:53]3[C:58]=2[N:57]=[CH:56][CH:55]=[CH:54]3)[CH:49]=[CH:48][C:47]=1[C:2]1[CH:14]=[CH:13][C:12]2[N:11]([C:15]3[CH:16]=[CH:17][C:18]4[N:19]([C:28]5[CH:33]=[CH:32][CH:31]=[CH:30][CH:29]=5)[C:20]5[C:25]([C:26]=4[CH:27]=3)=[CH:24][CH:23]=[CH:22][CH:21]=5)[C:10]3[CH:9]=[C:8]4[C:34]5[C:39]([C:40]6[CH:41]=[CH:42][CH:43]=[CH:44][C:45]=6[C:7]4=[CH:6][C:5]=3[C:4]=2[CH:3]=1)=[CH:38][CH:37]=[CH:36][CH:35]=5, predict the reactants needed to synthesize it. The reactants are: Br[C:2]1[CH:14]=[CH:13][C:12]2[N:11]([C:15]3[CH:16]=[CH:17][C:18]4[N:19]([C:28]5[CH:33]=[CH:32][CH:31]=[CH:30][CH:29]=5)[C:20]5[C:25]([C:26]=4[CH:27]=3)=[CH:24][CH:23]=[CH:22][CH:21]=5)[C:10]3[CH:9]=[C:8]4[C:34]5[C:39]([C:40]6[CH:41]=[CH:42][CH:43]=[CH:44][C:45]=6[C:7]4=[CH:6][C:5]=3[C:4]=2[CH:3]=1)=[CH:38][CH:37]=[CH:36][CH:35]=5.[N:46]1[C:59]2[C:50](=[CH:51][CH:52]=[C:53]3[C:58]=2[N:57]=[CH:56][CH:55]=[CH:54]3)[CH:49]=[CH:48][C:47]=1B(O)O.CCO. (6) Given the product [ClH:26].[CH3:21][O:20][C:16]1[CH:17]=[C:18]2[C:13](=[CH:14][C:15]=1[O:22][CH3:23])[C:12]([CH3:24])=[N:11][C:10]([C:8]1[CH:9]=[C:4]([OH:3])[C:5]([OH:1])=[CH:6][CH:7]=1)=[CH:19]2, predict the reactants needed to synthesize it. The reactants are: [O:1]1[C:5]2[CH:6]=[CH:7][C:8]([C:10]3[N:11]=[C:12]([CH3:24])[C:13]4[C:18]([CH:19]=3)=[CH:17][C:16]([O:20][CH3:21])=[C:15]([O:22][CH3:23])[CH:14]=4)=[CH:9][C:4]=2[O:3]C1.B(Cl)(Cl)[Cl:26].[Cl-]. (7) Given the product [Cl:1][C:2]1[CH:22]=[CH:21][CH:20]=[C:19]([Cl:23])[C:3]=1[C:4]([NH:6][CH2:7][CH2:8][S:9][CH2:10][C:11]1[CH:16]=[CH:15][CH:14]=[C:13]([CH:17]=[O:43])[CH:12]=1)=[O:5], predict the reactants needed to synthesize it. The reactants are: [Cl:1][C:2]1[CH:22]=[CH:21][CH:20]=[C:19]([Cl:23])[C:3]=1[C:4]([NH:6][CH2:7][CH2:8][S:9][CH2:10][C:11]1[CH:16]=[CH:15][CH:14]=[C:13]([C:17]#N)[CH:12]=1)=[O:5].CC(C[AlH]CC(C)C)C.C1(C)C=CC=CC=1.C1C[O:43]CC1. (8) Given the product [Br:1][C:2]1[CH:3]=[C:4]2[C:9](=[CH:10][C:11]=1[O:12][C:13](=[O:15])[CH3:14])[O:8][C:7](=[O:16])[CH:6]=[C:5]2[CH:17]=[O:19], predict the reactants needed to synthesize it. The reactants are: [Br:1][C:2]1[CH:3]=[C:4]2[C:9](=[CH:10][C:11]=1[O:12][C:13](=[O:15])[CH3:14])[O:8][C:7](=[O:16])[CH:6]=[C:5]2[CH3:17].[Se]=[O:19]. (9) Given the product [C:9]([S:11][CH:17]([C:18]1[CH:23]=[CH:22][CH:21]=[CH:20][CH:19]=1)[CH3:16])(=[S:10])[C:8]1[CH:7]=[CH:15][CH:14]=[CH:13][CH:12]=1, predict the reactants needed to synthesize it. The reactants are: C1([C:7]2[CH:15]=[CH:14][CH:13]=[CH:12][C:8]=2[C:9]([SH:11])=[S:10])C=CC=CC=1.[CH2:16]=[CH:17][C:18]1[CH:23]=[CH:22][CH:21]=[CH:20][CH:19]=1.